This data is from Reaction yield outcomes from USPTO patents with 853,638 reactions. The task is: Predict the reaction yield, written as a fraction of the theoretical maximum amount of product (1.0 means a 100% yield; for example, 0.34 means a 34% yield). (1) The reactants are Br[C:2]1[CH:3]=[C:4]([N:22]([CH2:29][CH3:30])[CH:23]2[CH2:28][CH2:27][S:26][CH2:25][CH2:24]2)[C:5]([CH3:21])=[C:6]([CH:20]=1)[C:7]([NH:9][CH2:10][C:11]1[C:12](=[O:19])[NH:13][C:14]([CH3:18])=[CH:15][C:16]=1[CH3:17])=[O:8].CC1(C)C(C)(C)OB([C:39]2[CH:51]=[CH:50][C:42]([CH2:43][N:44]3[CH2:49][CH2:48][O:47][CH2:46][CH2:45]3)=[CH:41][CH:40]=2)O1.C(=O)([O-])[O-].[Na+].[Na+]. The catalyst is O1CCOCC1.O. The product is [CH3:17][C:16]1[CH:15]=[C:14]([CH3:18])[NH:13][C:12](=[O:19])[C:11]=1[CH2:10][NH:9][C:7]([C:6]1[CH:20]=[C:2]([C:39]2[CH:40]=[CH:41][C:42]([CH2:43][N:44]3[CH2:49][CH2:48][O:47][CH2:46][CH2:45]3)=[CH:50][CH:51]=2)[CH:3]=[C:4]([N:22]([CH2:29][CH3:30])[CH:23]2[CH2:28][CH2:27][S:26][CH2:25][CH2:24]2)[C:5]=1[CH3:21])=[O:8]. The yield is 0.730. (2) The reactants are Cl[C:2]1[N:12]=[CH:11][C:10]([S:13]([N:16]2[CH2:21][CH2:20][N:19]([CH2:22][CH3:23])[CH2:18][CH2:17]2)(=[O:15])=[O:14])=[CH:9][C:3]=1[C:4]([O:6][CH2:7][CH3:8])=[O:5].[O-:24][CH2:25][CH3:26].[Na+]. The catalyst is C(O)C. The product is [CH2:25]([O:24][C:2]1[N:12]=[CH:11][C:10]([S:13]([N:16]2[CH2:21][CH2:20][N:19]([CH2:22][CH3:23])[CH2:18][CH2:17]2)(=[O:15])=[O:14])=[CH:9][C:3]=1[C:4]([O:6][CH2:7][CH3:8])=[O:5])[CH3:26]. The yield is 0.340. (3) The reactants are [H-].[Na+].[CH3:3][O:4][C:5]1[C:21]([O:22][CH3:23])=[C:20]([O:24][CH3:25])[CH:19]=[C:18]([CH3:26])[C:6]=1[C:7]([C:9]1[C:10](F)=[N:11][CH:12]=[C:13]([CH3:16])[C:14]=1[CH3:15])=[O:8].[OH2:27].Cl.[CH3:29]O. No catalyst specified. The product is [CH3:3][O:4][C:5]1[C:21]([O:22][CH3:23])=[C:20]([O:24][CH3:25])[CH:19]=[C:18]([CH3:26])[C:6]=1[C:7]([C:9]1[C:10]([O:27][CH3:29])=[N:11][CH:12]=[C:13]([CH3:16])[C:14]=1[CH3:15])=[O:8]. The yield is 0.430. (4) The reactants are [OH:1][C:2]1[NH:6][N:5]=[C:4]([C:7]([O:9][CH2:10][CH3:11])=[O:8])[CH:3]=1.C(=O)([O-])[O-].[K+].[K+].Cl[CH:19]1[CH2:24][CH2:23][CH2:22][CH2:21][C:20]1=[O:25]. The catalyst is C(#N)C. The product is [CH2:10]([O:9][C:7]([C:4]1[CH:3]=[C:2]([O:1][CH:19]2[CH2:24][CH2:23][CH2:22][CH2:21][C:20]2=[O:25])[NH:6][N:5]=1)=[O:8])[CH3:11]. The yield is 0.490. (5) The reactants are [NH2:1][C:2]1[CH:7]=[CH:6][C:5]([OH:8])=[CH:4][CH:3]=1.[Cl:9][C:10]1[C:19]2[C:14](=[CH:15][CH:16]=[CH:17][CH:18]=2)[C:13]([C:20]2[CH:25]=[CH:24][C:23]([O:26][CH3:27])=[CH:22][CH:21]=2)=[N:12][N:11]=1.C(O)(CC)C. The catalyst is C(OCC)C. The product is [ClH:9].[CH3:27][O:26][C:23]1[CH:22]=[CH:21][C:20]([C:13]2[C:14]3[C:19](=[CH:18][CH:17]=[CH:16][CH:15]=3)[C:10]([NH:1][C:2]3[CH:7]=[CH:6][C:5]([OH:8])=[CH:4][CH:3]=3)=[N:11][N:12]=2)=[CH:25][CH:24]=1. The yield is 1.00.